The task is: Predict the product of the given reaction.. This data is from Forward reaction prediction with 1.9M reactions from USPTO patents (1976-2016). (1) Given the reactants [C:1]([O:5][C:6]([N:8]1[CH2:13][CH2:12][NH:11][CH2:10][CH2:9]1)=[O:7])([CH3:4])([CH3:3])[CH3:2].[O:14]1[CH2:17][C:16](=O)[CH2:15]1.C(O[BH-](OC(=O)C)OC(=O)C)(=O)C.[Na+], predict the reaction product. The product is: [C:1]([O:5][C:6]([N:8]1[CH2:13][CH2:12][N:11]([CH:16]2[CH2:17][O:14][CH2:15]2)[CH2:10][CH2:9]1)=[O:7])([CH3:4])([CH3:2])[CH3:3]. (2) Given the reactants [Cl:1][C:2]1[C:7]([CH3:8])=[C:6]([C:9]2[CH:10]=[N:11][N:12]([CH:14]([O:16][CH2:17][CH3:18])[CH3:15])[CH:13]=2)[C:5]([C:19]2[CH:24]=[C:23]([F:25])[CH:22]=[C:21]([F:26])[CH:20]=2)=[C:4]([C:27](=O)[CH3:28])[CH:3]=1.C([O-])(=O)C.[NH4+].C([BH3-])#[N:36].[Na+].O1CCCC1, predict the reaction product. The product is: [Cl:1][C:2]1[C:7]([CH3:8])=[C:6]([C:9]2[CH:10]=[N:11][N:12]([CH:14]([O:16][CH2:17][CH3:18])[CH3:15])[CH:13]=2)[C:5]([C:19]2[CH:24]=[C:23]([F:25])[CH:22]=[C:21]([F:26])[CH:20]=2)=[C:4]([CH:27]([NH2:36])[CH3:28])[CH:3]=1. (3) Given the reactants [ClH:1].F[C:3]1[CH:8]=[CH:7][CH:6]=[CH:5][C:4]=1[CH:9]1[CH2:14][CH2:13][CH2:12][NH:11][CH2:10]1.IC1C=NC=CC=1.[Cl:22]C1C=CC=CC=1B(O)O, predict the reaction product. The product is: [ClH:22].[Cl:1][C:3]1[CH:8]=[CH:7][CH:6]=[CH:5][C:4]=1[CH:9]1[CH2:14][CH2:13][CH2:12][NH:11][CH2:10]1. (4) Given the reactants [CH3:1][O:2][C:3]1[CH:8]=[CH:7][CH:6]=[C:5]([O:9][CH3:10])[C:4]=1[CH:11]([NH:21]S(C(C)(C)C)=O)[CH2:12][CH2:13][CH2:14][CH2:15][C:16]([O:18][CH2:19]C)=[O:17].Cl.O1CCOCC1, predict the reaction product. The product is: [NH2:21][CH:11]([C:4]1[C:5]([O:9][CH3:10])=[CH:6][CH:7]=[CH:8][C:3]=1[O:2][CH3:1])[CH2:12][CH2:13][CH2:14][CH2:15][C:16]([O:18][CH3:19])=[O:17]. (5) Given the reactants [C:1]1([CH:7]2[CH2:12][CH2:11][NH:10][CH2:9][CH2:8]2)[CH:6]=[CH:5][CH:4]=[CH:3][CH:2]=1.C(N(CC)CC)C.Cl[C:21]([C:23]1[CH:28]=[CH:27][C:26]([CH:29]2[CH2:34][CH2:33][N:32]([C:35]([O:37][C:38]([CH3:41])([CH3:40])[CH3:39])=[O:36])[CH2:31][CH:30]2[O:42][CH2:43][C:44]2[CH:45]=[CH:46][C:47]3[O:52][CH2:51][C:50](=[O:53])[N:49]([CH2:54][CH2:55][CH2:56][O:57][CH3:58])[C:48]=3[CH:59]=2)=[CH:25][CH:24]=1)=[O:22].C(=O)([O-])O.[Na+], predict the reaction product. The product is: [CH3:58][O:57][CH2:56][CH2:55][CH2:54][N:49]1[C:48]2[CH:59]=[C:44]([CH2:43][O:42][CH:30]3[CH:29]([C:26]4[CH:27]=[CH:28][C:23]([C:21]([N:10]5[CH2:11][CH2:12][CH:7]([C:1]6[CH:6]=[CH:5][CH:4]=[CH:3][CH:2]=6)[CH2:8][CH2:9]5)=[O:22])=[CH:24][CH:25]=4)[CH2:34][CH2:33][N:32]([C:35]([O:37][C:38]([CH3:41])([CH3:40])[CH3:39])=[O:36])[CH2:31]3)[CH:45]=[CH:46][C:47]=2[O:52][CH2:51][C:50]1=[O:53]. (6) Given the reactants [N:1]1([S:7]([C:10]2[CH:16]=[CH:15][C:13]([NH2:14])=[CH:12][CH:11]=2)(=[O:9])=[O:8])[CH2:6][CH2:5][O:4][CH2:3][CH2:2]1.P(=O)(O)(O)O.[N+]([O-])(O)=O.[N:26]([O-])=O.[Na+].[CH3:30][C:31](=[O:36])[CH2:32][C:33](=[O:35])[CH3:34].C([O-])(=O)C.[K+].C([O-])([O-])=O.[Na+].[Na+], predict the reaction product. The product is: [N:1]1([S:7]([C:10]2[CH:16]=[CH:15][C:13]([NH:14][N:26]=[C:32]([C:31](=[O:36])[CH3:30])[C:33](=[O:35])[CH3:34])=[CH:12][CH:11]=2)(=[O:9])=[O:8])[CH2:2][CH2:3][O:4][CH2:5][CH2:6]1. (7) Given the reactants [CH2:1](I)[CH3:2].C(=O)([O-])[O-].[K+].[K+].[Cl:10][C:11]1[CH:12]=[CH:13][C:14]([S:39]([CH2:42][CH3:43])(=[O:41])=[O:40])=[C:15]([CH:38]=1)[CH2:16][NH:17][C:18](=[O:37])[C:19]1[CH:24]=[C:23]([O:25][C:26]([F:29])([F:28])[F:27])[CH:22]=[C:21]([CH2:30][N:31]2[CH2:36][CH2:35][NH:34][CH2:33][CH2:32]2)[CH:20]=1, predict the reaction product. The product is: [Cl:10][C:11]1[CH:12]=[CH:13][C:14]([S:39]([CH2:42][CH3:43])(=[O:40])=[O:41])=[C:15]([CH:38]=1)[CH2:16][NH:17][C:18](=[O:37])[C:19]1[CH:24]=[C:23]([O:25][C:26]([F:29])([F:27])[F:28])[CH:22]=[C:21]([CH2:30][N:31]2[CH2:32][CH2:33][N:34]([CH2:1][CH3:2])[CH2:35][CH2:36]2)[CH:20]=1.